From a dataset of Forward reaction prediction with 1.9M reactions from USPTO patents (1976-2016). Predict the product of the given reaction. (1) Given the reactants C(OC(=O)[N:7]([C:17]1[N:22]=[C:21]([C:23]2[C:28]([Cl:29])=[CH:27][N:26]=[C:25]([F:30])[CH:24]=2)[C:20]([Cl:31])=[CH:19][CH:18]=1)[CH2:8][CH:9]1[CH2:14][CH2:13][O:12][C:11]([CH3:16])([CH3:15])[CH2:10]1)(C)(C)C.FC(F)(F)C(O)=O, predict the reaction product. The product is: [Cl:31][C:20]1[C:21]([C:23]2[C:28]([Cl:29])=[CH:27][N:26]=[C:25]([F:30])[CH:24]=2)=[N:22][C:17]([NH:7][CH2:8][CH:9]2[CH2:14][CH2:13][O:12][C:11]([CH3:15])([CH3:16])[CH2:10]2)=[CH:18][CH:19]=1. (2) Given the reactants [CH2:1](B([CH2:1][CH2:2][CH2:3][CH3:4])[CH2:1][CH2:2][CH2:3][CH3:4])[CH2:2][CH2:3][CH3:4].[CH3:14][O:15][C:16](=[O:39])[C:17]1[CH:22]=[C:21](I)[C:20]([CH2:24][O:25][C:26]2[CH:27]=[N:28][CH:29]=[CH:30][CH:31]=2)=[CH:19][C:18]=1[C:32]1[CH:37]=[CH:36][CH:35]=[CH:34][C:33]=1[CH3:38].P([O-])([O-])([O-])=O.[K+].[K+].[K+].O, predict the reaction product. The product is: [CH3:14][O:15][C:16](=[O:39])[C:17]1[CH:22]=[C:21]([CH2:1][CH2:2][CH2:3][CH3:4])[C:20]([CH2:24][O:25][C:26]2[CH:27]=[N:28][CH:29]=[CH:30][CH:31]=2)=[CH:19][C:18]=1[C:32]1[CH:37]=[CH:36][CH:35]=[CH:34][C:33]=1[CH3:38]. (3) Given the reactants C1([C:7]2[NH:8][C:9]3[CH:10]=[CH:11][CH:12]=[C:13]4[C:19](=[O:20])[NH:18][CH2:17][CH2:16][C:15]=2[C:14]=34)C=CC=CC=1.[Cl:21][C:22]1[CH:23]=[CH:24][C:25]([O:31][CH3:32])=[C:26](B(O)O)[CH:27]=1, predict the reaction product. The product is: [Cl:21][C:22]1[CH:23]=[CH:24][C:25]([O:31][CH3:32])=[C:26]([C:7]2[NH:8][C:9]3[CH:10]=[CH:11][CH:12]=[C:13]4[C:19](=[O:20])[NH:18][CH2:17][CH2:16][C:15]=2[C:14]=34)[CH:27]=1. (4) Given the reactants C1(S(CC2C(C(OCC)=O)=C(O)C([C:23]3[CH:27]=[CH:26][O:25][CH:24]=3)=CC=2)(=O)=O)C=CC=CC=1.Br[C:29]1[C:30]([O:50][CH3:51])=[C:31]([C:36]([CH2:39][S:40]([C:43]2[CH:48]=[CH:47][CH:46]=[CH:45][C:44]=2[OH:49])(=[O:42])=[O:41])=[CH:37][CH:38]=1)[C:32]([O:34][CH3:35])=[O:33], predict the reaction product. The product is: [O:25]1[CH:26]=[CH:27][C:23]([C:29]2[C:30]([O:50][CH3:51])=[C:31]([C:36]([CH2:39][S:40]([C:43]3[CH:48]=[CH:47][CH:46]=[CH:45][C:44]=3[OH:49])(=[O:42])=[O:41])=[CH:37][CH:38]=2)[C:32]([O:34][CH3:35])=[O:33])=[CH:24]1. (5) Given the reactants [CH3:1][C:2]([CH3:24])([CH3:23])[C:3]([C:5]1[C:13]2[NH:12][C:11](=[O:14])[CH:10]=[N:9][C:8]=2[N:7](COCC[Si](C)(C)C)[CH:6]=1)=[O:4].I[CH2:26][CH3:27].C(=O)([O-])[O-].[K+].[K+], predict the reaction product. The product is: [CH2:26]([O:14][C:11]1[N:12]=[C:13]2[C:5]([C:3](=[O:4])[C:2]([CH3:1])([CH3:23])[CH3:24])=[CH:6][NH:7][C:8]2=[N:9][CH:10]=1)[CH3:27]. (6) The product is: [I-:1].[CH2:4]([N:8]([CH2:23][CH2:24][CH2:25][CH3:26])[C:9]1[CH:10]=[CH:11][C:12]2[NH2+:13][C:14]3[C:19]([S:20][C:21]=2[CH:22]=1)=[CH:18][C:17]([N:54]([CH2:37][CH2:36][N:31]([CH2:27][CH3:28])[CH2:32][CH3:33])[CH2:50][CH3:51])=[CH:16][CH:15]=3)[CH2:5][CH2:6][CH3:7]. Given the reactants [I-:1].[I-].[I-].[CH2:4]([N:8]([CH2:23][CH2:24][CH2:25][CH3:26])[C:9]1[CH:10]=[CH:11][C:12]2[NH2+:13][C:14]3[C:19]([S:20][C:21]=2[CH:22]=1)=[CH:18][CH:17]=[CH:16][CH:15]=3)[CH2:5][CH2:6][CH3:7].[CH2:27]([N:31]([C:36]1[CH:37]=CC2[NH2+]C3C(SC=2C=1)=CC=CC=3)[CH2:32][CH2:33]CC)[CH2:28]CC.[CH2:50]([N:54](C1C=CC2[NH2+]C3C(SC=2C=1)=CC=CC=3)CCCC)[CH2:51]CC.CN(C)CCNCC, predict the reaction product. (7) Given the reactants [N:1]([C:4]1[C:5]([CH3:11])=[N:6][CH:7]=[C:8]([CH3:10])[N:9]=1)=[N+]=[N-].Cl.[Sn](Cl)(Cl)(Cl)Cl, predict the reaction product. The product is: [NH2:1][C:4]1[C:5]([CH3:11])=[N:6][CH:7]=[C:8]([CH3:10])[N:9]=1. (8) Given the reactants Br[C:2]1[CH:3]=[C:4]([CH2:18][C:19]([O:21][CH3:22])=[O:20])[CH:5]=[CH:6][C:7]=1[C:8]1[CH:13]=[CH:12][C:11]([C:14]([F:17])([F:16])[F:15])=[CH:10][CH:9]=1.[F:23][C:24]([F:39])([F:38])[C:25]1[CH:30]=[C:29]([C:31]([F:34])([F:33])[F:32])[CH:28]=[CH:27][C:26]=1B(O)O, predict the reaction product. The product is: [F:23][C:24]([F:38])([F:39])[C:25]1[CH:30]=[C:29]([C:31]([F:32])([F:33])[F:34])[CH:28]=[CH:27][C:26]=1[C:2]1[CH:3]=[C:4]([CH2:18][C:19]([O:21][CH3:22])=[O:20])[CH:5]=[CH:6][C:7]=1[C:8]1[CH:13]=[CH:12][C:11]([C:14]([F:17])([F:16])[F:15])=[CH:10][CH:9]=1.